From a dataset of Full USPTO retrosynthesis dataset with 1.9M reactions from patents (1976-2016). Predict the reactants needed to synthesize the given product. (1) Given the product [C:1]([C:3]1[CH:8]=[CH:7][C:6]([C@@H:9]2[O:14][CH2:13][CH2:12][N:11]([C:15]([O:17][C:18]([CH3:21])([CH3:20])[CH3:19])=[O:16])[CH2:10]2)=[CH:5][CH:4]=1)#[CH:22], predict the reactants needed to synthesize it. The reactants are: [CH:1]([C:3]1[CH:8]=[CH:7][C:6]([C@@H:9]2[O:14][CH2:13][CH2:12][N:11]([C:15]([O:17][C:18]([CH3:21])([CH3:20])[CH3:19])=[O:16])[CH2:10]2)=[CH:5][CH:4]=1)=O.[C:22](=O)([O-])[O-].[K+].[K+].[N+](=C(P(=O)(OC)OC)C(=O)C)=[N-].C(=O)(O)[O-].[Na+]. (2) Given the product [NH2:22][C:19]1[N:20]=[CH:21][C:16]([C:14]2[N:13]=[C:12]3[C:8]([N:9]=[CH:10][N:11]3[CH2:23][CH:24]3[CH2:25][CH2:26][N:27]([C:46](=[O:39])[CH3:48])[CH2:28][CH2:29]3)=[C:7]([N:4]3[CH2:5][CH2:6][O:1][CH2:2][CH2:3]3)[N:15]=2)=[CH:17][N:18]=1, predict the reactants needed to synthesize it. The reactants are: [O:1]1[CH2:6][CH2:5][N:4]([C:7]2[N:15]=[C:14]([C:16]3[CH:17]=[N:18][C:19]([NH2:22])=[N:20][CH:21]=3)[N:13]=[C:12]3[C:8]=2[N:9]=[CH:10][N:11]3[CH2:23][CH:24]2[CH2:29][CH2:28][NH:27][CH2:26][CH2:25]2)[CH2:3][CH2:2]1.C1C=CC2N([OH:39])N=NC=2C=1.C(N([CH:46]([CH3:48])C)CC)(C)C.Cl.CN(C)CCCN=C=NCC. (3) Given the product [CH:1]1[C:10]2[C:11]3[CH2:17][CH2:16][CH2:15][CH2:14][CH2:13][C:12]=3[N:8]3[C:9]=2[C:4]([CH2:5][CH2:6][CH2:7]3)=[CH:3][C:2]=1[NH:18][C:24](=[O:25])[CH2:23][C:19]([CH3:22])([CH3:21])[CH3:20], predict the reactants needed to synthesize it. The reactants are: [CH:1]1[C:10]2[C:11]3[CH2:17][CH2:16][CH2:15][CH2:14][CH2:13][C:12]=3[N:8]3[C:9]=2[C:4]([CH2:5][CH2:6][CH2:7]3)=[CH:3][C:2]=1[NH2:18].[C:19]([CH2:23][C:24](Cl)=[O:25])([CH3:22])([CH3:21])[CH3:20]. (4) Given the product [C:1]([O:5][C:6]([N:8]1[C@@H:12]([CH2:13][N:14]([CH3:26])[C:15]2[CH:16]=[CH:17][CH:18]=[CH:19][CH:20]=2)[CH2:11][O:10][C:9]1([CH3:22])[CH3:21])=[O:7])([CH3:4])([CH3:2])[CH3:3], predict the reactants needed to synthesize it. The reactants are: [C:1]([O:5][C:6]([N:8]1[C@@H:12]([CH2:13][NH:14][C:15]2[CH:20]=[CH:19][CH:18]=[CH:17][CH:16]=2)[CH2:11][O:10][C:9]1([CH3:22])[CH3:21])=[O:7])([CH3:4])([CH3:3])[CH3:2].C=O.[BH3-][C:26]#N.[Na+]. (5) Given the product [F:27][C:19]1[CH:20]=[C:21]([N+:24]([O-:26])=[O:25])[CH:22]=[CH:23][C:18]=1[O:17][C:11]1[C:10]2=[C:9]([CH3:28])[C:8]([OH:7])=[CH:16][N:15]2[N:14]=[CH:13][N:12]=1, predict the reactants needed to synthesize it. The reactants are: C([O:7][C:8]1[C:9]([CH3:28])=[C:10]2[N:15]([CH:16]=1)[N:14]=[CH:13][N:12]=[C:11]2[O:17][C:18]1[CH:23]=[CH:22][C:21]([N+:24]([O-:26])=[O:25])=[CH:20][C:19]=1[F:27])(=O)C(C)(C)C.[OH-].[Na+].Cl. (6) The reactants are: [N+:1]([C:4]1[C:13]2[C:8](=[CH:9][CH:10]=[CH:11][CH:12]=2)[C:7]([OH:14])=[CH:6][CH:5]=1)([O-:3])=[O:2].C1C=CC(P(C2C=CC=CC=2)C2C=CC=CC=2)=CC=1.[NH2:34][C:35]1[CH:40]=[C:39]([CH2:41]O)[CH:38]=[CH:37][N:36]=1.CC(OC(/N=N/C(OC(C)C)=O)=O)C. Given the product [NH2:34][C:35]1[CH:40]=[C:39]([CH2:41][O:14][C:7]2[C:8]3[C:13](=[CH:12][CH:11]=[CH:10][CH:9]=3)[C:4]([N+:1]([O-:3])=[O:2])=[CH:5][CH:6]=2)[CH:38]=[CH:37][N:36]=1, predict the reactants needed to synthesize it. (7) The reactants are: [C:1]([OH:9])(=O)[C:2]1[CH:7]=[CH:6][CH:5]=[N:4][CH:3]=1.[NH2:10][C@@H:11]1[C@H:15]2[O:16][CH2:17][C@H:18]([NH:19][C:20](=[O:34])[C:21]3[CH:26]=[CH:25][CH:24]=[C:23]([O:27][C:28]4[CH:33]=[CH:32][CH:31]=[CH:30][CH:29]=4)[CH:22]=3)[C@H:14]2[O:13][CH2:12]1. Given the product [O:27]([C:23]1[CH:22]=[C:21]([CH:26]=[CH:25][CH:24]=1)[C:20]([NH:19][C@@H:18]1[C@H:14]2[O:13][CH2:12][C@H:11]([NH:10][C:1](=[O:9])[C:2]3[CH:7]=[CH:6][CH:5]=[N:4][CH:3]=3)[C@H:15]2[O:16][CH2:17]1)=[O:34])[C:28]1[CH:29]=[CH:30][CH:31]=[CH:32][CH:33]=1, predict the reactants needed to synthesize it. (8) Given the product [Cl:25][C:26]1[CH:33]=[CH:32][CH:31]=[CH:30][C:27]=1[CH2:28][O:1][C:2]1[CH:18]=[CH:17][N:5]2[C:6](=[O:16])[CH:7]=[C:8]([N:10]3[CH2:11][CH2:12][O:13][CH2:14][CH2:15]3)[N:9]=[C:4]2[CH:3]=1, predict the reactants needed to synthesize it. The reactants are: [OH:1][C:2]1[CH:18]=[CH:17][N:5]2[C:6](=[O:16])[CH:7]=[C:8]([N:10]3[CH2:15][CH2:14][O:13][CH2:12][CH2:11]3)[N:9]=[C:4]2[CH:3]=1.C(=O)([O-])[O-].[K+].[K+].[Cl:25][C:26]1[CH:33]=[CH:32][CH:31]=[CH:30][C:27]=1[CH2:28]Br.